This data is from CYP1A2 inhibition data for predicting drug metabolism from PubChem BioAssay. The task is: Regression/Classification. Given a drug SMILES string, predict its absorption, distribution, metabolism, or excretion properties. Task type varies by dataset: regression for continuous measurements (e.g., permeability, clearance, half-life) or binary classification for categorical outcomes (e.g., BBB penetration, CYP inhibition). Dataset: cyp1a2_veith. (1) The molecule is O=C(N/N=C/c1ccc([N+](=O)[O-])o1)c1cc(-c2ccncc2)nc2ccccc12. The result is 1 (inhibitor). (2) The drug is CC1=NCCc2c1[nH]c1cc(O)ccc21.Cl.O.O. The result is 1 (inhibitor). (3) The drug is N#Cc1ccccc1-c1ccc2ncnc(NCc3cccs3)c2c1. The result is 1 (inhibitor). (4) The result is 1 (inhibitor). The molecule is O=C(Nc1ccccc1)N1CCCC2(CCN(C(=O)c3ccco3)CC2)C1. (5) The drug is CNc1nc(-c2cccc(NS(C)(=O)=O)c2)nc2ccccc12. The result is 1 (inhibitor). (6) The molecule is O=C(Nc1cccc2ccccc12)c1ccccc1. The result is 1 (inhibitor). (7) The result is 1 (inhibitor). The compound is C=CCNC(=O)CC(=O)N/N=C/c1cccc(Br)c1. (8) The compound is CC(C)Cn1c(-c2nn(C)cc2Cl)n[nH]c1=S. The result is 1 (inhibitor). (9) The drug is CCOC(=O)c1cnc(-c2ccccc2)nc1Oc1cccc(Cl)c1. The result is 1 (inhibitor).